From a dataset of Full USPTO retrosynthesis dataset with 1.9M reactions from patents (1976-2016). Predict the reactants needed to synthesize the given product. (1) Given the product [CH3:23][O:24][CH2:25][CH2:26][CH2:27][CH2:28][CH2:29][CH2:30][CH2:31][CH2:32][S:33][C:34]1[CH:39]=[CH:38][NH:37][C:36](=[S:10])[C:35]=1[CH3:41], predict the reactants needed to synthesize it. The reactants are: COC1C=CC(P2(SP(C3C=CC(OC)=CC=3)(=S)S2)=[S:10])=CC=1.[CH3:23][O:24][CH2:25][CH2:26][CH2:27][CH2:28][CH2:29][CH2:30][CH2:31][CH2:32][S:33][C:34]1[CH:39]=[CH:38][NH:37][C:36](=O)[C:35]=1[CH3:41]. (2) Given the product [CH3:13][N:14]1[CH2:19][CH2:18][N:17]([C:2]2[CH:7]=[CH:6][C:5]([N+:8]([O-:10])=[O:9])=[CH:4][CH:3]=2)[CH2:16][C@H:15]1[CH2:20][OH:21], predict the reactants needed to synthesize it. The reactants are: F[C:2]1[CH:7]=[CH:6][C:5]([N+:8]([O-:10])=[O:9])=[CH:4][CH:3]=1.Cl.Cl.[CH3:13][N:14]1[CH2:19][CH2:18][NH:17][CH2:16][C@H:15]1[CH2:20][OH:21].C(=O)([O-])[O-].[K+].[K+].CS(C)=O. (3) Given the product [Cl:1][C:2]1[C:3](=[O:29])[N:4]([C:18]2[CH:23]=[C:22]([C:24]3[CH:25]=[CH:26][N:35]=[C:33]([C:32]([OH:31])([CH3:37])[CH3:36])[N:34]=3)[CH:21]=[CH:20][C:19]=2[CH3:28])[C:5]([CH3:17])=[N:6][C:7]=1[O:8][CH2:9][C:10]1[CH:15]=[CH:14][C:13]([F:16])=[CH:12][CH:11]=1, predict the reactants needed to synthesize it. The reactants are: [Cl:1][C:2]1[C:3](=[O:29])[N:4]([C:18]2[CH:23]=[C:22]([C:24](=O)[C:25]#[CH:26])[CH:21]=[CH:20][C:19]=2[CH3:28])[C:5]([CH3:17])=[N:6][C:7]=1[O:8][CH2:9][C:10]1[CH:15]=[CH:14][C:13]([F:16])=[CH:12][CH:11]=1.Cl.[OH:31][C:32]([CH3:37])([CH3:36])[C:33]([NH2:35])=[NH:34].C(=O)([O-])[O-].[K+].[K+].